Dataset: Full USPTO retrosynthesis dataset with 1.9M reactions from patents (1976-2016). Task: Predict the reactants needed to synthesize the given product. (1) The reactants are: Br[C:2]1[C:10]([O:11][CH3:12])=[C:9]([C:13]([CH3:16])([CH3:15])[CH3:14])[CH:8]=[C:7]2[C:3]=1[CH2:4][CH:5]([CH3:18])[C:6]2=[O:17].[C:19]([C:23]1[CH:28]=[CH:27][C:26](B(O)O)=[CH:25][CH:24]=1)([CH3:22])([CH3:21])[CH3:20].C([O-])([O-])=O.[Na+].[Na+].C1C=CC(P(C2C=CC=CC=2)C2C=CC=CC=2)=CC=1. Given the product [C:13]([C:9]1[CH:8]=[C:7]2[C:3]([CH2:4][CH:5]([CH3:18])[C:6]2=[O:17])=[C:2]([C:26]2[CH:27]=[CH:28][C:23]([C:19]([CH3:22])([CH3:21])[CH3:20])=[CH:24][CH:25]=2)[C:10]=1[O:11][CH3:12])([CH3:16])([CH3:15])[CH3:14], predict the reactants needed to synthesize it. (2) Given the product [C:17]([C:19]1([NH:22][C:23]([C@@H:25]2[CH2:29][C@@H:28]([S:30]([C:33]3[CH:38]=[CH:37][C:36]([N:5]4[CH2:6][CH2:7][N:2]([CH3:1])[CH2:3][CH2:4]4)=[CH:35][C:34]=3[C:40]([F:43])([F:42])[F:41])(=[O:32])=[O:31])[CH2:27][N:26]2[C:44]2[N:45]([CH:50]3[CH2:53][CH2:52][CH2:51]3)[N:46]=[C:47]([CH3:49])[CH:48]=2)=[O:24])[CH2:21][CH2:20]1)#[N:18], predict the reactants needed to synthesize it. The reactants are: [CH3:1][N:2]1[CH2:7][CH2:6][NH:5][CH2:4][CH2:3]1.CCN(C(C)C)C(C)C.[C:17]([C:19]1([NH:22][C:23]([C@@H:25]2[CH2:29][C@@H:28]([S:30]([C:33]3[CH:38]=[CH:37][C:36](F)=[CH:35][C:34]=3[C:40]([F:43])([F:42])[F:41])(=[O:32])=[O:31])[CH2:27][N:26]2[C:44]2[N:45]([CH:50]3[CH2:53][CH2:52][CH2:51]3)[N:46]=[C:47]([CH3:49])[CH:48]=2)=[O:24])[CH2:21][CH2:20]1)#[N:18].